Dataset: Reaction yield outcomes from USPTO patents with 853,638 reactions. Task: Predict the reaction yield, written as a fraction of the theoretical maximum amount of product (1.0 means a 100% yield; for example, 0.34 means a 34% yield). (1) The reactants are [CH3:1][O:2][CH2:3][CH2:4][C@:5]1([C:18]([N:20]2[CH2:25][CH2:24][N:23]([C:26]3[CH:31]=[C:30]([C:32]([F:35])([F:34])[F:33])[CH:29]=[CH:28][N:27]=3)[CH2:22][CH2:21]2)=[O:19])[CH2:9][CH2:8][C@@H:7]([NH:10]C(=O)OC(C)(C)C)[CH2:6]1.[ClH:36]. The catalyst is CCOCC. The product is [ClH:36].[ClH:36].[CH3:1][O:2][CH2:3][CH2:4][C@:5]1([C:18]([N:20]2[CH2:21][CH2:22][N:23]([C:26]3[CH:31]=[C:30]([C:32]([F:35])([F:33])[F:34])[CH:29]=[CH:28][N:27]=3)[CH2:24][CH2:25]2)=[O:19])[CH2:9][CH2:8][C@@H:7]([NH2:10])[CH2:6]1. The yield is 0.960. (2) The catalyst is C1COCC1. The product is [N:45]12[CH2:52][CH2:51][CH:48]([CH2:49][CH2:50]1)[C@@H:47]([O:26][C:25](=[O:27])[CH:24]([C:20]1[CH:21]=[CH:22][CH:23]=[C:18]([F:17])[CH:19]=1)[NH:28][C:29]1[CH:34]=[CH:33][CH:32]=[CH:31][CH:30]=1)[CH2:46]2. The reactants are C1CCC(N=C=NC2CCCCC2)CC1.Cl.[F:17][C:18]1[CH:19]=[C:20]([CH:24]([NH:28][C:29]2[CH:34]=[CH:33][CH:32]=[CH:31][CH:30]=2)[C:25]([OH:27])=[O:26])[CH:21]=[CH:22][CH:23]=1.C1C=CC2N(O)N=NC=2C=1.[N:45]12[CH2:52][CH2:51][CH:48]([CH2:49][CH2:50]1)[C@@H:47](O)[CH2:46]2. The yield is 0.560. (3) The reactants are [CH3:1][N:2]1[C:6]([C:7]2[CH:8]=[C:9]([NH2:22])[CH:10]=[CH:11][C:12]=2[O:13][CH2:14][CH2:15][N:16]2[CH2:21][CH2:20][CH2:19][CH2:18][CH2:17]2)=[CH:5][CH:4]=[N:3]1.[F:23][C:24]1[CH:29]=[CH:28][CH:27]=[CH:26][C:25]=1[N:30]=[C:31]=[O:32]. The catalyst is C(Cl)Cl. The product is [F:23][C:24]1[CH:29]=[CH:28][CH:27]=[CH:26][C:25]=1[NH:30][C:31]([NH:22][C:9]1[CH:10]=[CH:11][C:12]([O:13][CH2:14][CH2:15][N:16]2[CH2:21][CH2:20][CH2:19][CH2:18][CH2:17]2)=[C:7]([C:6]2[N:2]([CH3:1])[N:3]=[CH:4][CH:5]=2)[CH:8]=1)=[O:32]. The yield is 0.451. (4) The reactants are [CH2:1]([O:8][C:9]1[CH:14]=[C:13]([N+:15]([O-:17])=[O:16])[CH:12]=[CH:11][C:10]=1[O:18]C)[C:2]1[CH:7]=[CH:6][CH:5]=[CH:4][CH:3]=1.CS(C)=O.[OH-].[Na+].Cl. The catalyst is O. The product is [CH2:1]([O:8][C:9]1[CH:14]=[C:13]([N+:15]([O-:17])=[O:16])[CH:12]=[CH:11][C:10]=1[OH:18])[C:2]1[CH:3]=[CH:4][CH:5]=[CH:6][CH:7]=1. The yield is 0.990. (5) The reactants are Cl.FC1C=C(C=CC=1)CN1C=C(C2C3C(=NC=C(C4C=CC(C5CCNCC5)=CC=4)C=3)N(S(C3C=CC(C)=CC=3)(=O)=O)C=2)C=N1.[F:46][C:47]1[CH:48]=[C:49]([CH:91]=[CH:92][CH:93]=1)[CH2:50][N:51]1[CH:55]=[C:54]([C:56]2[C:64]3[C:59](=[N:60][CH:61]=[C:62]([C:65]4[CH:70]=[CH:69][C:68]([N:71]5[CH2:76][CH2:75][N:74]([CH2:77][C@H:78]([OH:80])[CH3:79])[CH2:73][CH2:72]5)=[CH:67][CH:66]=4)[CH:63]=3)[N:58](S(C3C=CC(C)=CC=3)(=O)=O)[CH:57]=2)[CH:53]=[N:52]1.[OH-].[Li+]. The catalyst is C1COCC1.CO.O. The product is [F:46][C:47]1[CH:48]=[C:49]([CH:91]=[CH:92][CH:93]=1)[CH2:50][N:51]1[CH:55]=[C:54]([C:56]2[C:64]3[C:59](=[N:60][CH:61]=[C:62]([C:65]4[CH:66]=[CH:67][C:68]([N:71]5[CH2:72][CH2:73][N:74]([CH2:77][C@H:78]([OH:80])[CH3:79])[CH2:75][CH2:76]5)=[CH:69][CH:70]=4)[CH:63]=3)[NH:58][CH:57]=2)[CH:53]=[N:52]1. The yield is 0.286. (6) The reactants are [F:1][C:2]1[CH:7]=[CH:6][CH:5]=[CH:4][C:3]=1[CH2:8][C:9]([O:11][C@H:12]([C:14]1[CH:19]=[CH:18][CH:17]=[CH:16][CH:15]=1)[CH3:13])=[O:10].[CH2:20]1[CH2:30][CH2:29][N:28]2C(=NC[CH2:26][CH2:27]2)CC1.C(Br)(Br)(Br)Br.N1CCCCC1. The catalyst is C1COCC1.C(OCC)C.C1(C)C=CC=CC=1. The product is [F:1][C:2]1[CH:7]=[CH:6][CH:5]=[CH:4][C:3]=1[C@@H:8]([N:28]1[CH2:27][CH2:26][CH2:20][CH2:30][CH2:29]1)[C:9]([O:11][C@H:12]([C:14]1[CH:15]=[CH:16][CH:17]=[CH:18][CH:19]=1)[CH3:13])=[O:10]. The yield is 0.110. (7) The reactants are [CH3:1][C:2]1[O:6][N:5]=[C:4]([C:7]2[CH:12]=[CH:11][CH:10]=[CH:9][CH:8]=2)[C:3]=1[CH2:13][O:14][C:15]1[CH:16]=[C:17]([CH:21]=[CH:22][N:23]=1)[C:18]([OH:20])=O.[NH2:24][CH:25]1[CH2:30][CH2:29][O:28][CH2:27][CH2:26]1. No catalyst specified. The product is [CH3:1][C:2]1[O:6][N:5]=[C:4]([C:7]2[CH:8]=[CH:9][CH:10]=[CH:11][CH:12]=2)[C:3]=1[CH2:13][O:14][C:15]1[CH:16]=[C:17]([CH:21]=[CH:22][N:23]=1)[C:18]([NH:24][CH:25]1[CH2:30][CH2:29][O:28][CH2:27][CH2:26]1)=[O:20]. The yield is 0.620. (8) The reactants are C([O-])([O-])=O.[Cs+].[Cs+].[OH:7][C:8]1[C:16]2[CH:15]=[CH:14][S:13][C:12]=2[CH:11]=[C:10]([C:17]([O:19]CC)=O)[CH:9]=1.F[C:23]1[CH:28]=[CH:27][C:26]([S:29]([CH3:32])(=[O:31])=[O:30])=[CH:25][CH:24]=1.[CH3:33][N:34]1[CH:38]=[CH:37][C:36]([NH2:39])=[N:35]1.[CH3:40]N(C(ON1N=NC2C=CC=NC1=2)=[N+](C)C)C.F[P-](F)(F)(F)(F)F. The catalyst is CN(C=O)C. The product is [CH3:32][S:29]([C:26]1[CH:27]=[CH:28][C:23]([O:7][C:8]2[C:16]3[CH:15]=[C:14]([CH3:40])[S:13][C:12]=3[CH:11]=[C:10]([C:17]([NH:39][C:36]3[CH:37]=[CH:38][N:34]([CH3:33])[N:35]=3)=[O:19])[CH:9]=2)=[CH:24][CH:25]=1)(=[O:31])=[O:30]. The yield is 0.200. (9) The reactants are FC(F)(F)S(O[C:7]1[CH:8]=[CH:9][C:10]2[O:14][C:13]([C:15]3[CH:20]=[CH:19][C:18]([F:21])=[CH:17][CH:16]=3)=[C:12]([C:22](=[O:25])[NH:23][CH3:24])[C:11]=2[CH:26]=1)(=O)=O.O1CCOCC1.B([C:38]1[CH:39]=[C:40]([Cl:47])[CH:41]=[C:42]([CH:46]=1)[C:43]([OH:45])=[O:44])(O)O.C(=O)([O-])[O-].[Cs+].[Cs+]. The catalyst is Cl.C1C=CC([P]([Pd]([P](C2C=CC=CC=2)(C2C=CC=CC=2)C2C=CC=CC=2)([P](C2C=CC=CC=2)(C2C=CC=CC=2)C2C=CC=CC=2)[P](C2C=CC=CC=2)(C2C=CC=CC=2)C2C=CC=CC=2)(C2C=CC=CC=2)C2C=CC=CC=2)=CC=1.O. The product is [Cl:47][C:40]1[CH:41]=[C:42]([CH:46]=[C:38]([C:7]2[CH:8]=[CH:9][C:10]3[O:14][C:13]([C:15]4[CH:20]=[CH:19][C:18]([F:21])=[CH:17][CH:16]=4)=[C:12]([C:22](=[O:25])[NH:23][CH3:24])[C:11]=3[CH:26]=2)[CH:39]=1)[C:43]([OH:45])=[O:44]. The yield is 1.00. (10) The reactants are [CH2:1]([C:3]([C:28]1[CH:33]=[CH:32][C:31](B2OC(C)(C)C(C)(C)O2)=[C:30]([CH3:43])[CH:29]=1)([C:6]1[CH:11]=[CH:10][C:9]([C:12]#[C:13][C:14]([O:23][CH2:24][O:25][CH3:26])([C:19]([F:22])([F:21])[F:20])[C:15]([F:18])([F:17])[F:16])=[C:8]([CH3:27])[CH:7]=1)[CH2:4][CH3:5])[CH3:2].[CH3:44][O:45][C:46](=[O:55])[CH2:47][C:48]1[CH:49]=[N:50][CH:51]=[C:52](Br)[CH:53]=1.P([O-])([O-])([O-])=O.[K+].[K+].[K+]. The catalyst is CN(C)C=O. The product is [CH3:44][O:45][C:46](=[O:55])[CH2:47][C:48]1[CH:49]=[N:50][CH:51]=[C:52]([C:31]2[CH:32]=[CH:33][C:28]([C:3]([CH2:4][CH3:5])([C:6]3[CH:11]=[CH:10][C:9]([C:12]#[C:13][C:14]([O:23][CH2:24][O:25][CH3:26])([C:19]([F:21])([F:22])[F:20])[C:15]([F:17])([F:18])[F:16])=[C:8]([CH3:27])[CH:7]=3)[CH2:1][CH3:2])=[CH:29][C:30]=2[CH3:43])[CH:53]=1. The yield is 0.720.